From a dataset of Forward reaction prediction with 1.9M reactions from USPTO patents (1976-2016). Predict the product of the given reaction. (1) Given the reactants S(=O)(=O)(O)O.[OH:6][C:7]1[CH:8]=[C:9]2[C:14](=[CH:15][CH:16]=1)[C:13](=[O:17])[C:12]([CH2:23][C:24]([OH:26])=[O:25])([CH2:18][C:19]([F:22])([F:21])[F:20])[CH2:11][CH2:10]2.[CH3:27]O, predict the reaction product. The product is: [OH:6][C:7]1[CH:8]=[C:9]2[C:14](=[CH:15][CH:16]=1)[C:13](=[O:17])[C:12]([CH2:23][C:24]([O:26][CH3:27])=[O:25])([CH2:18][C:19]([F:20])([F:21])[F:22])[CH2:11][CH2:10]2. (2) Given the reactants [F:1][C:2]([F:27])([F:26])[C:3]1[CH:4]=[CH:5][C:6]([O:9][C@H:10]2[CH2:25][N:13]3[CH2:14][CH2:15][N:16](C(OC(C)(C)C)=O)[CH2:17][C@@H:12]3[CH2:11]2)=[N:7][CH:8]=1.C(N(CC)CC)C.[F:35][C:36]([F:48])([F:47])[C:37]1[CH:42]=[CH:41][C:40]([S:43](Cl)(=[O:45])=[O:44])=[CH:39][CH:38]=1, predict the reaction product. The product is: [F:48][C:36]([F:35])([F:47])[C:37]1[CH:38]=[CH:39][C:40]([S:43]([N:16]2[CH2:15][CH2:14][N:13]3[CH2:25][C@H:10]([O:9][C:6]4[CH:5]=[CH:4][C:3]([C:2]([F:1])([F:27])[F:26])=[CH:8][N:7]=4)[CH2:11][C@H:12]3[CH2:17]2)(=[O:45])=[O:44])=[CH:41][CH:42]=1.